This data is from Peptide-MHC class I binding affinity with 185,985 pairs from IEDB/IMGT. The task is: Regression. Given a peptide amino acid sequence and an MHC pseudo amino acid sequence, predict their binding affinity value. This is MHC class I binding data. (1) The binding affinity (normalized) is 0.514. The MHC is HLA-A01:01 with pseudo-sequence HLA-A01:01. The peptide sequence is MLNRYKLIY. (2) The peptide sequence is VTENKKIQY. The MHC is HLA-B57:01 with pseudo-sequence HLA-B57:01. The binding affinity (normalized) is 0.0847. (3) The peptide sequence is YRHDGGNVL. The MHC is HLA-A33:01 with pseudo-sequence HLA-A33:01. The binding affinity (normalized) is 0. (4) The peptide sequence is AFLPFTLGI. The MHC is HLA-A26:01 with pseudo-sequence HLA-A26:01. The binding affinity (normalized) is 0. (5) The peptide sequence is ILQEMSETY. The MHC is HLA-B46:01 with pseudo-sequence HLA-B46:01. The binding affinity (normalized) is 0.0852.